Dataset: Reaction yield outcomes from USPTO patents with 853,638 reactions. Task: Predict the reaction yield, written as a fraction of the theoretical maximum amount of product (1.0 means a 100% yield; for example, 0.34 means a 34% yield). (1) The reactants are [CH3:1][O:2][C:3](=[O:13])[CH2:4][C:5]1[CH:10]=[CH:9][C:8]([Cl:11])=[C:7]([Cl:12])[CH:6]=1.[H-].[Na+].Br[CH2:17]COC1CCCCO1. The catalyst is CN(C=O)C. The product is [Cl:12][C:7]1[CH:6]=[C:5]([CH:4]2[CH2:17][CH2:1][O:2][C:3]2=[O:13])[CH:10]=[CH:9][C:8]=1[Cl:11]. The yield is 0.580. (2) The reactants are [CH3:1][C:2]1[C:3]([C:11]2[CH:16]=[CH:15][C:14]([C:17]([F:20])([F:19])[F:18])=[CH:13][CH:12]=2)=[N:4][CH:5]=[C:6]([N+:8]([O-])=O)[CH:7]=1.[H][H]. The catalyst is C(O)C.[Pd]. The product is [CH3:1][C:2]1[CH:7]=[C:6]([NH2:8])[CH:5]=[N:4][C:3]=1[C:11]1[CH:12]=[CH:13][C:14]([C:17]([F:20])([F:18])[F:19])=[CH:15][CH:16]=1. The yield is 0.990. (3) The reactants are [C:1]([O:5][C:6](=[O:23])[NH:7][C:8]1[CH:13]=[CH:12][C:11]([NH:14][C:15]([O:17][C:18]([CH3:21])([CH3:20])[CH3:19])=[O:16])=[C:10](Br)[CH:9]=1)([CH3:4])([CH3:3])[CH3:2].C[Li].C([Li])(C)(C)C.[CH:31](=[O:33])[CH3:32]. The catalyst is C(OCC)C.O. The product is [C:1]([O:5][C:6](=[O:23])[NH:7][C:8]1[CH:13]=[CH:12][C:11]([NH:14][C:15]([O:17][C:18]([CH3:21])([CH3:20])[CH3:19])=[O:16])=[C:10]([CH:31]([OH:33])[CH3:32])[CH:9]=1)([CH3:4])([CH3:3])[CH3:2]. The yield is 0.850. (4) The reactants are [CH:1]1([CH2:4][O:5][C:6]2[N:11]=[CH:10][N:9]=[C:8]([NH2:12])[CH:7]=2)[CH2:3][CH2:2]1.[CH:13]1(CO)CCC[CH2:14]1. No catalyst specified. The product is [CH:1]1([CH2:4][O:5][C:6]2[N:11]=[CH:10][N:9]=[C:8]([NH2:12])[CH:7]=2)[CH2:3][CH2:2][CH2:14][CH2:13]1. The yield is 0.890. (5) The reactants are [NH2:1][N:2]1[CH:6]=[CH:5][CH:4]=[C:3]1[C:7]([NH2:9])=[O:8].[C:10]([O:14][C:15](=[O:30])[CH2:16][CH2:17][C@H:18]([NH:22][C:23]([O:25][C:26]([CH3:29])([CH3:28])[CH3:27])=[O:24])[C:19](O)=[O:20])([CH3:13])([CH3:12])[CH3:11].Cl.CN(C)CCCN=C=NCC. The catalyst is C1COCC1. The product is [C:26]([O:25][C:23]([NH:22][C@H:18]([C:19]([NH:1][N:2]1[CH:6]=[CH:5][CH:4]=[C:3]1[C:7](=[O:8])[NH2:9])=[O:20])[CH2:17][CH2:16][C:15]([O:14][C:10]([CH3:13])([CH3:12])[CH3:11])=[O:30])=[O:24])([CH3:28])([CH3:27])[CH3:29]. The yield is 0.850. (6) The reactants are Br[C:2]1[S:3][C:4]([S:7][CH3:8])=[N:5][N:6]=1.[CH:9]1[C:18]2[C:13](=[CH:14][C:15](B(O)O)=[CH:16][CH:17]=2)[CH:12]=[CH:11][N:10]=1.C([O-])([O-])=O.[Na+].[Na+]. The catalyst is C1C=CC([P]([Pd]([P](C2C=CC=CC=2)(C2C=CC=CC=2)C2C=CC=CC=2)([P](C2C=CC=CC=2)(C2C=CC=CC=2)C2C=CC=CC=2)[P](C2C=CC=CC=2)(C2C=CC=CC=2)C2C=CC=CC=2)(C2C=CC=CC=2)C2C=CC=CC=2)=CC=1.COCCOC. The product is [CH3:8][S:7][C:4]1[S:3][C:2]([C:15]2[CH:14]=[C:13]3[C:18](=[CH:17][CH:16]=2)[CH:9]=[N:10][CH:11]=[CH:12]3)=[N:6][N:5]=1. The yield is 0.590. (7) The reactants are O=[CH:2][C:3]([O:5][CH2:6][CH3:7])=[O:4].[CH3:8][C:9]1[CH:18]=[CH:17][C:12]([C:13]([O:15][CH3:16])=[O:14])=[CH:11][N:10]=1. The catalyst is C(OC(=O)C)(=O)C. The product is [CH2:6]([O:5][C:3](=[O:4])/[CH:2]=[CH:8]/[C:9]1[CH:18]=[CH:17][C:12]([C:13]([O:15][CH3:16])=[O:14])=[CH:11][N:10]=1)[CH3:7]. The yield is 0.730.